From a dataset of Reaction yield outcomes from USPTO patents with 853,638 reactions. Predict the reaction yield, written as a fraction of the theoretical maximum amount of product (1.0 means a 100% yield; for example, 0.34 means a 34% yield). The reactants are [C:1]1([C:22]2[CH:27]=[CH:26][CH:25]=[CH:24][CH:23]=2)[CH:6]=[CH:5][C:4]([S:7]([NH:10][C:11]2[CH:21]=[CH:20][C:14]3[CH2:15][CH2:16][NH:17][CH2:18][CH2:19][C:13]=3[CH:12]=2)(=[O:9])=[O:8])=[CH:3][CH:2]=1.C(N(CC)CC)C.ClCCl.[C:38]1([CH3:50])[CH:43]=[CH:42][C:41]([S:44]([N:47]=[C:48]=[O:49])(=[O:46])=[O:45])=[CH:40][CH:39]=1. The catalyst is O1CCCC1. The product is [CH3:50][C:38]1[CH:43]=[CH:42][C:41]([S:44]([NH:47][C:48]([N:17]2[CH2:16][CH2:15][C:14]3[CH:20]=[CH:21][C:11]([NH:10][S:7]([C:4]4[CH:5]=[CH:6][C:1]([C:22]5[CH:23]=[CH:24][CH:25]=[CH:26][CH:27]=5)=[CH:2][CH:3]=4)(=[O:9])=[O:8])=[CH:12][C:13]=3[CH2:19][CH2:18]2)=[O:49])(=[O:46])=[O:45])=[CH:40][CH:39]=1. The yield is 0.160.